Predict which catalyst facilitates the given reaction. From a dataset of Catalyst prediction with 721,799 reactions and 888 catalyst types from USPTO. Reactant: [CH2:1]([Si:3]([CH2:14][CH3:15])([CH2:12][CH3:13])[O:4][C:5](/[CH:7]=[CH:8]/[CH:9]([CH3:11])[CH3:10])=[CH2:6])[CH3:2].CC(C)(C)/C(/O)=C/C(C(C(C(F)(F)F)(F)F)(F)F)=O.CC(C)(C)/C(/O)=C/C(C(C(C(F)(F)F)(F)F)(F)F)=O.CC(C)(C)/C(/O)=C/C(C(C(C(F)(F)F)(F)F)(F)F)=O.[Eu].[N+:74]([C:77]1[CH:84]=[N:83][CH:82]=[CH:81][C:78]=1[CH:79]=[O:80])([O-:76])=[O:75]. Product: [CH:9]([C@H:8]1[O:80][C@@H:79]([C:78]2[CH:81]=[CH:82][N:83]=[CH:84][C:77]=2[N+:74]([O-:76])=[O:75])[CH2:6][C:5]([O:4][Si:3]([CH2:12][CH3:13])([CH2:1][CH3:2])[CH2:14][CH3:15])=[CH:7]1)([CH3:10])[CH3:11]. The catalyst class is: 22.